From a dataset of Reaction yield outcomes from USPTO patents with 853,638 reactions. Predict the reaction yield, written as a fraction of the theoretical maximum amount of product (1.0 means a 100% yield; for example, 0.34 means a 34% yield). (1) The reactants are [Br:1][C:2]1[CH:11]=[C:10]2[C:5]([CH:6]=[CH:7][C:8]([C@H:12]([NH:14][C:15]([C@@H:17]3[CH2:22][CH2:21][CH2:20][N:19]([C:23](=[O:27])[C@@H:24]([NH2:26])[CH3:25])[NH:18]3)=[O:16])[CH3:13])=[N:9]2)=[CH:4][CH:3]=1.[C:28]([CH:31]([O:36][C:37](=[O:43])[C:38]([CH3:42])([CH3:41])[CH:39]=[CH2:40])[CH:32]1[CH2:35][O:34][CH2:33]1)(O)=[O:29].CC1(C)CCCC(C)(C)N1.F[P-](F)(F)(F)(F)F.C(C(=NO[C+](N(C)C)N1CCOCC1)C(OCC)=O)#N. The catalyst is CN(C)C=O.ClCCl. The product is [Br:1][C:2]1[CH:11]=[C:10]2[C:5]([CH:6]=[CH:7][C:8]([C@H:12]([NH:14][C:15]([C@@H:17]3[CH2:22][CH2:21][CH2:20][N:19]([C:23](=[O:27])[C@@H:24]([NH:26][C:28]([CH:31]([O:36][C:37](=[O:43])[C:38]([CH3:42])([CH3:41])[CH:39]=[CH2:40])[CH:32]4[CH2:35][O:34][CH2:33]4)=[O:29])[CH3:25])[NH:18]3)=[O:16])[CH3:13])=[N:9]2)=[CH:4][CH:3]=1. The yield is 0.420. (2) The reactants are [CH3:1][C:2]1[CH:7]=[CH:6][C:5]([S:8](Cl)(=[O:10])=[O:9])=[CH:4][CH:3]=1.[C:12]1([CH3:20])[CH:17]=[C:16]([CH3:18])[CH:15]=[C:14]([CH3:19])[CH:13]=1.[Al+3].[Cl-].[Cl-].[Cl-].Cl. The catalyst is C(Cl)Cl. The product is [CH3:20][C:12]1[CH:17]=[C:16]([CH3:18])[CH:15]=[C:14]([CH3:19])[C:13]=1[S:8]([C:5]1[CH:6]=[CH:7][C:2]([CH3:1])=[CH:3][CH:4]=1)(=[O:10])=[O:9]. The yield is 0.800. (3) The reactants are Cl[C:2]1[S:10][C:9]2[C:8]([C:11]([C:13]3[S:14][CH:15]=[CH:16][CH:17]=3)=[O:12])=[N:7][C:6]([NH:18][CH2:19][C:20]3[CH:21]=[N:22][CH:23]=[CH:24][CH:25]=3)=[N:5][C:4]=2[CH:3]=1.COC1C=C(C=CC=1OC)C[NH2:32]. The catalyst is CC(N(C)C)=O.FC(F)(F)C(O)=O.C(OC(=O)C)C. The product is [NH2:32][C:2]1[S:10][C:9]2[C:8]([C:11]([C:13]3[S:14][CH:15]=[CH:16][CH:17]=3)=[O:12])=[N:7][C:6]([NH:18][CH2:19][C:20]3[CH:21]=[N:22][CH:23]=[CH:24][CH:25]=3)=[N:5][C:4]=2[CH:3]=1. The yield is 0.0900.